This data is from Full USPTO retrosynthesis dataset with 1.9M reactions from patents (1976-2016). The task is: Predict the reactants needed to synthesize the given product. (1) Given the product [CH2:33]([N+:24]([CH2:20][CH2:21][CH2:22][CH3:23])([CH2:25][CH2:26][CH2:27][CH3:28])[CH2:29][CH2:30][CH2:31][CH3:32])[CH2:34][CH2:35][CH3:36].[C:42]([NH:5][C@@H:4]([CH2:6][C:7]1[CH:14]=[C:12]([OH:13])[C:10]([OH:11])=[CH:9][CH:8]=1)[C:2]([OH:3])=[O:1])([O:41][C:38]([CH3:40])([CH3:39])[CH3:37])=[O:43], predict the reactants needed to synthesize it. The reactants are: [O:1]=[C:2]([C@H:4]([CH2:6][C:7]1[CH:14]=[C:12]([OH:13])[C:10]([OH:11])=[CH:9][CH:8]=1)[NH2:5])[OH:3].CO.CO.[OH-].[CH2:20]([N+:24]([CH2:33][CH2:34][CH2:35][CH3:36])([CH2:29][CH2:30][CH2:31][CH3:32])[CH2:25][CH2:26][CH2:27][CH3:28])[CH2:21][CH2:22][CH3:23].[CH3:37][C:38]([O:41][C:42](O[C:42]([O:41][C:38]([CH3:40])([CH3:39])[CH3:37])=[O:43])=[O:43])([CH3:40])[CH3:39]. (2) Given the product [CH2:8]([N:7]([CH2:6][C:5]1[CH:4]=[CH:3][C:2]([F:1])=[CH:11][CH:10]=1)[C:22](=[O:44])[CH2:23][O:24][C:25]1[CH:26]=[CH:27][C:28]([CH2:31][CH2:32][O:33][C:34]2[CH:43]=[CH:42][CH:41]=[CH:40][C:35]=2[C:36]([O:38][CH3:39])=[O:37])=[CH:29][CH:30]=1)[CH3:9], predict the reactants needed to synthesize it. The reactants are: [F:1][C:2]1[CH:11]=[CH:10][C:5]([CH2:6][NH:7][CH2:8][CH3:9])=[CH:4][CH:3]=1.C(N(C(C)C)C(C)C)C.Cl[C:22](=[O:44])[CH2:23][O:24][C:25]1[CH:30]=[CH:29][C:28]([CH2:31][CH2:32][O:33][C:34]2[CH:43]=[CH:42][CH:41]=[CH:40][C:35]=2[C:36]([O:38][CH3:39])=[O:37])=[CH:27][CH:26]=1. (3) Given the product [CH2:9]1[CH:8]2[CH:3]([CH2:4][NH:5][CH2:6][CH2:7]2)[CH2:2][O:10]1, predict the reactants needed to synthesize it. The reactants are: O[CH2:2][CH:3]1[CH:8]([CH2:9][OH:10])[CH2:7][CH2:6][N:5](C(OC(C)(C)C)=O)[CH2:4]1.Cl. (4) Given the product [CH3:9][O:8][C:5]1[CH:6]=[CH:7][C:2]([C:11]2[S:10][CH:14]=[CH:13][CH:12]=2)=[CH:3][CH:4]=1, predict the reactants needed to synthesize it. The reactants are: Br[C:2]1[CH:7]=[CH:6][C:5]([O:8][CH3:9])=[CH:4][CH:3]=1.[S:10]1[CH:14]=[CH:13][CH:12]=[C:11]1B(O)O. (5) Given the product [C:1]([O:5][C:6]([N:8]1[CH2:13][CH:12]([CH2:14][C:15]2[CH:20]=[CH:19][CH:18]=[CH:17][CH:16]=2)[CH:11]([NH:30][CH2:29][C:28]2[CH:31]=[C:32]([C:34]([F:35])([F:36])[F:37])[CH:33]=[C:26]([C:25]([F:24])([F:38])[F:39])[CH:27]=2)[CH2:10][CH:9]1[CH2:22][CH3:23])=[O:7])([CH3:4])([CH3:3])[CH3:2], predict the reactants needed to synthesize it. The reactants are: [C:1]([O:5][C:6]([N:8]1[CH2:13][CH:12]([CH2:14][C:15]2[CH:20]=[CH:19][CH:18]=[CH:17][CH:16]=2)[C:11](=O)[CH2:10][CH:9]1[CH2:22][CH3:23])=[O:7])([CH3:4])([CH3:3])[CH3:2].[F:24][C:25]([F:39])([F:38])[C:26]1[CH:27]=[C:28]([CH:31]=[C:32]([C:34]([F:37])([F:36])[F:35])[CH:33]=1)[CH2:29][NH2:30].[BH4-].[Na+]. (6) Given the product [Br:1][C:2]1[CH:3]=[C:4]([CH:16]=[C:17]([Cl:19])[CH:18]=1)[O:5][C:6]1[C:7]([NH2:20])=[N:8][CH:9]=[CH:10][C:11]=1[CH3:12], predict the reactants needed to synthesize it. The reactants are: [Br:1][C:2]1[CH:3]=[C:4]([CH:16]=[C:17]([Cl:19])[CH:18]=1)[O:5][C:6]1[C:7](C(O)=O)=[N:8][CH:9]=[CH:10][C:11]=1[CH3:12].[N:20]1C=CC=CC=1.C(O)(C)(C)C.C1(P(N=[N+]=[N-])(C2C=CC=CC=2)=O)C=CC=CC=1.